The task is: Predict the reaction yield, written as a fraction of the theoretical maximum amount of product (1.0 means a 100% yield; for example, 0.34 means a 34% yield).. This data is from Reaction yield outcomes from USPTO patents with 853,638 reactions. The reactants are F[C:2]1[CH:3]=[C:4]([CH:16]=[CH:17][CH:18]=1)[CH2:5][O:6][C:7]1[CH:12]=[CH:11][C:10]([N+:13]([O-:15])=[O:14])=[CH:9][CH:8]=1.[F:19]C1C=CC([N+]([O-])=O)=CC=1.FC1C=CC(CO)=CC=1. No catalyst specified. The product is [F:19][C:18]1[CH:17]=[CH:16][C:4]([CH2:5][O:6][C:7]2[CH:12]=[CH:11][C:10]([N+:13]([O-:15])=[O:14])=[CH:9][CH:8]=2)=[CH:3][CH:2]=1. The yield is 0.860.